From a dataset of Reaction yield outcomes from USPTO patents with 853,638 reactions. Predict the reaction yield, written as a fraction of the theoretical maximum amount of product (1.0 means a 100% yield; for example, 0.34 means a 34% yield). (1) The reactants are [CH2:1]([SH:6])[CH2:2][CH2:3][CH2:4][CH3:5].[H-].[Na+].CS(O[CH:14]1[CH2:17][N:16]([CH:18]([C:25]2[CH:30]=[CH:29][CH:28]=[CH:27][CH:26]=2)[C:19]2[CH:24]=[CH:23][CH:22]=[CH:21][CH:20]=2)[CH2:15]1)(=O)=O.C([O-])(O)=O.[Na+]. The catalyst is CS(C)=O. The product is [C:19]1([CH:18]([C:25]2[CH:30]=[CH:29][CH:28]=[CH:27][CH:26]=2)[N:16]2[CH2:17][CH:14]([S:6][CH2:1][CH2:2][CH2:3][CH2:4][CH3:5])[CH2:15]2)[CH:20]=[CH:21][CH:22]=[CH:23][CH:24]=1. The yield is 0.960. (2) The reactants are [C:1]1([C:7]2[CH:8]=[C:9]3[C:18](=O)[NH:17][C:16]4[C:11](=[CH:12][CH:13]=[CH:14][CH:15]=4)[N:10]3[CH:20]=2)[CH:6]=[CH:5][CH:4]=[CH:3][CH:2]=1.COC1C=CC(P2(SP(C3C=CC(OC)=CC=3)(=S)S2)=[S:30])=CC=1. The catalyst is C1(C)C=CC=CC=1.C(#N)C. The product is [C:1]1([C:7]2[CH:8]=[C:9]3[C:18](=[S:30])[NH:17][C:16]4[C:11](=[CH:12][CH:13]=[CH:14][CH:15]=4)[N:10]3[CH:20]=2)[CH:6]=[CH:5][CH:4]=[CH:3][CH:2]=1. The yield is 0.760.